Dataset: Catalyst prediction with 721,799 reactions and 888 catalyst types from USPTO. Task: Predict which catalyst facilitates the given reaction. (1) Reactant: [NH2:1][C:2]1[CH:3]=[C:4]([C:8]#[C:9][C:10]2[C:11]([NH2:32])=[N:12][CH:13]=[C:14]([C:16]3[N:17]=[N:18][N:19]([CH2:21][CH2:22][CH2:23][O:24][Si:25]([C:28]([CH3:31])([CH3:30])[CH3:29])([CH3:27])[CH3:26])[N:20]=3)[CH:15]=2)[CH:5]=[CH:6][CH:7]=1.[Cl:33][C:34]1[CH:39]=[CH:38][C:37]([N:40]=[C:41]=[O:42])=[CH:36][C:35]=1[C:43]([F:46])([F:45])[F:44]. Product: [NH2:32][C:11]1[C:10]([C:9]#[C:8][C:4]2[CH:3]=[C:2]([NH:1][C:41]([NH:40][C:37]3[CH:38]=[CH:39][C:34]([Cl:33])=[C:35]([C:43]([F:45])([F:44])[F:46])[CH:36]=3)=[O:42])[CH:7]=[CH:6][CH:5]=2)=[CH:15][C:14]([C:16]2[N:17]=[N:18][N:19]([CH2:21][CH2:22][CH2:23][O:24][Si:25]([C:28]([CH3:29])([CH3:31])[CH3:30])([CH3:26])[CH3:27])[N:20]=2)=[CH:13][N:12]=1. The catalyst class is: 54. (2) Reactant: [OH:1][C:2]1[C:3]([C:10]([NH:12][C@H:13]2[CH2:21][O:20][CH2:19][C@H:18]([CH2:22][C:23]3[CH:28]=[CH:27][C:26]([C:29]([F:32])([F:31])[F:30])=[CH:25][CH:24]=3)[C@@H:17]([O:33][CH2:34][CH2:35][CH3:36])[C@H:16]([CH3:37])[O:15][C:14]2=[O:38])=[O:11])=[N:4][CH:5]=[CH:6][C:7]=1[O:8][CH3:9].C([O-])([O-])=O.[Na+].[Na+].[Na+].[I-].[CH2:47]([O:49][CH2:50][C:51]([O:53][CH2:54]Cl)=[O:52])[CH3:48]. Product: [CH2:47]([O:49][CH2:50][C:51]([O:53][CH2:54][O:1][C:2]1[C:3]([C:10](=[O:11])[NH:12][C@H:13]2[CH2:21][O:20][CH2:19][C@H:18]([CH2:22][C:23]3[CH:28]=[CH:27][C:26]([C:29]([F:32])([F:31])[F:30])=[CH:25][CH:24]=3)[C@@H:17]([O:33][CH2:34][CH2:35][CH3:36])[C@H:16]([CH3:37])[O:15][C:14]2=[O:38])=[N:4][CH:5]=[CH:6][C:7]=1[O:8][CH3:9])=[O:52])[CH3:48]. The catalyst class is: 21.